This data is from Catalyst prediction with 721,799 reactions and 888 catalyst types from USPTO. The task is: Predict which catalyst facilitates the given reaction. Product: [Cl:3][C:2]1[N:1]=[C:8]([NH:15][C:14]2[CH:16]=[CH:17][C:18]3[O:19][CH2:10][O:11][C:12]=3[CH:13]=2)[N:7]=[C:5]([NH:39][C@H:30]([CH3:29])[C@H:31]([C:32]2[CH:37]=[CH:36][CH:35]=[CH:34][CH:33]=2)[OH:38])[N:4]=1. The catalyst class is: 10. Reactant: [N:1]1[C:8](Cl)=[N:7][C:5](Cl)=[N:4][C:2]=1[Cl:3].[CH2:10]1[O:19][C:18]2[CH:17]=[CH:16][C:14]([NH2:15])=[CH:13][C:12]=2[O:11]1.C(N(C(C)C)CC)(C)C.[CH3:29][CH:30]([NH2:39])[CH:31]([OH:38])[C:32]1[CH:37]=[CH:36][CH:35]=[CH:34][CH:33]=1.